Dataset: Reaction yield outcomes from USPTO patents with 853,638 reactions. Task: Predict the reaction yield, written as a fraction of the theoretical maximum amount of product (1.0 means a 100% yield; for example, 0.34 means a 34% yield). (1) The reactants are [C:1]1(=[O:7])[O:6][C:4](=O)[CH2:3][CH2:2]1.[CH:8]1[C:13]([NH2:14])=[CH:12][CH:11]=[C:10]([O:15][C:16]2[CH:21]=[CH:20][C:19]([Cl:22])=[CH:18][CH:17]=2)[CH:9]=1.O=S(Cl)Cl. The catalyst is C1(C)C=CC=CC=1. The product is [Cl:22][C:19]1[CH:20]=[CH:21][C:16]([O:15][C:10]2[CH:11]=[CH:12][C:13]([N:14]3[C:1](=[O:7])[CH2:2][CH2:3][C:4]3=[O:6])=[CH:8][CH:9]=2)=[CH:17][CH:18]=1. The yield is 0.830. (2) The reactants are Cl[C:2]1[N:7]=[C:6]([N:8]2[CH2:13][CH2:12][O:11][CH2:10][CH2:9]2)[C:5]([S:14][CH3:15])=[CH:4][N:3]=1.[NH2:16][C:17]1[CH:22]=[CH:21][C:20](B2OC(C)(C)C(C)(C)O2)=[CH:19][CH:18]=1.C(=O)(O)[O-].[Na+].O1CCOCC1. The catalyst is CC(=O)OCC.C1C=CC([P]([Pd]([P](C2C=CC=CC=2)(C2C=CC=CC=2)C2C=CC=CC=2)([P](C2C=CC=CC=2)(C2C=CC=CC=2)C2C=CC=CC=2)[P](C2C=CC=CC=2)(C2C=CC=CC=2)C2C=CC=CC=2)(C2C=CC=CC=2)C2C=CC=CC=2)=CC=1.O. The product is [CH3:15][S:14][C:5]1[C:6]([N:8]2[CH2:13][CH2:12][O:11][CH2:10][CH2:9]2)=[N:7][C:2]([C:20]2[CH:21]=[CH:22][C:17]([NH2:16])=[CH:18][CH:19]=2)=[N:3][CH:4]=1. The yield is 0.490. (3) The reactants are [CH3:1][C:2]1([CH3:35])[C:6]([CH3:8])([CH3:7])[O:5][B:4]([C:9]2[CH:10]=[C:11]3[C:32](=[CH:33][CH:34]=2)[C:15]2[NH:16][C:17]([C@@H:19]4[CH2:24][C@@H:23]5[C@@H:21]([CH2:22]5)[N:20]4[C:25]([O:27]C(C)(C)C)=O)=[N:18][C:14]=2[CH:13]=[CH:12]3)[O:3]1.Cl.[CH3:37][O:38][C:39]([NH:41][C@@H:42]([CH:46]([CH3:48])[CH3:47])C(O)=O)=[O:40].CN(C(ON1N=NC2C=CC=NC1=2)=[N+](C)C)C.F[P-](F)(F)(F)(F)F.CCN(C(C)C)C(C)C. The catalyst is C(Cl)Cl.CO. The product is [CH3:47][CH:46]([CH3:48])[C@H:42]([NH:41][C:39](=[O:40])[O:38][CH3:37])[C:25](=[O:27])[N:20]1[C@H:19]([C:17]2[NH:16][C:15]3[C:32]4[C:11]([CH:12]=[CH:13][C:14]=3[N:18]=2)=[CH:10][C:9]([B:4]2[O:3][C:2]([CH3:1])([CH3:35])[C:6]([CH3:7])([CH3:8])[O:5]2)=[CH:34][CH:33]=4)[CH2:24][C@@H:23]2[C@H:21]1[CH2:22]2. The yield is 0.890. (4) The product is [N+:1]([C:4]1[CH:5]=[C:6](/[CH:7]=[CH:15]/[C:14]([O:13][CH3:12])=[O:22])[CH:9]=[CH:10][CH:11]=1)([O-:3])=[O:2]. The yield is 0.980. The catalyst is CN(C=O)C. The reactants are [N+:1]([C:4]1[CH:5]=[C:6]([CH:9]=[CH:10][CH:11]=1)[CH:7]=O)([O-:3])=[O:2].[CH3:12][O:13][C:14](=[O:22])[CH2:15]P(OC)(OC)=O.C[O-].[Na+].Cl. (5) The reactants are C([O:4][C:5]1[CH:10]=[CH:9][CH:8]=[C:7]([F:11])[C:6]=1[C:12]1[CH:17]=[CH:16][C:15]([Cl:18])=[CH:14][C:13]=1[CH3:19])C=C.[C:20]1(C)[CH:25]=C(C)C=C(C)[CH:21]=1. No catalyst specified. The product is [CH2:25]([C:10]1[CH:9]=[CH:8][C:7]([F:11])=[C:6]([C:12]2[CH:17]=[CH:16][C:15]([Cl:18])=[CH:14][C:13]=2[CH3:19])[C:5]=1[OH:4])[CH:20]=[CH2:21]. The yield is 0.950. (6) The reactants are [CH:1]([NH2:4])([CH3:3])[CH3:2].[Br:5][C:6]1[C:7]([CH3:14])=[C:8]([CH:12]=O)[CH:9]=[N:10][CH:11]=1.Cl.C([BH3-])#N.[Na+]. The catalyst is CO.O1CCOCC1. The product is [Br:5][C:6]1[C:7]([CH3:14])=[C:8]([CH2:12][NH:4][CH:1]([CH3:3])[CH3:2])[CH:9]=[N:10][CH:11]=1. The yield is 0.600. (7) The reactants are [C:1]1([C:7]2[N:8]=[CH:9][NH:10][CH:11]=2)[CH:6]=[CH:5][CH:4]=[CH:3][CH:2]=1.[H-].[Na+].F[C:15]1[CH:16]=[C:17]([CH:20]=[CH:21][CH:22]=1)[C:18]#[N:19].O. The catalyst is CN(C=O)C. The product is [C:1]1([C:7]2[N:8]=[CH:9][N:10]([C:15]3[CH:16]=[C:17]([CH:20]=[CH:21][CH:22]=3)[C:18]#[N:19])[CH:11]=2)[CH:2]=[CH:3][CH:4]=[CH:5][CH:6]=1. The yield is 1.00.